From a dataset of Catalyst prediction with 721,799 reactions and 888 catalyst types from USPTO. Predict which catalyst facilitates the given reaction. Reactant: C(=O)([O-])[O-].[K+].[K+].[C:7]([O:13][CH2:14]Cl)(=[O:12])[C:8]([CH3:11])([CH3:10])[CH3:9].[I-].[Na+].[CH3:18][N:19]([CH3:39])[CH:20]1[CH2:25][CH2:24][N:23]([C:26](=[O:38])[CH2:27][CH2:28][C:29]2[N:30]([CH2:34][C:35]([OH:37])=[O:36])[CH:31]=[CH:32][N:33]=2)[CH2:22][CH2:21]1. Product: [C:7]([O:13][CH2:14][O:37][C:35](=[O:36])[CH2:34][N:30]1[CH:31]=[CH:32][N:33]=[C:29]1[CH2:28][CH2:27][C:26]([N:23]1[CH2:24][CH2:25][CH:20]([N:19]([CH3:18])[CH3:39])[CH2:21][CH2:22]1)=[O:38])(=[O:12])[C:8]([CH3:11])([CH3:10])[CH3:9]. The catalyst class is: 39.